Dataset: NCI-60 drug combinations with 297,098 pairs across 59 cell lines. Task: Regression. Given two drug SMILES strings and cell line genomic features, predict the synergy score measuring deviation from expected non-interaction effect. Drug 1: CC(C)CN1C=NC2=C1C3=CC=CC=C3N=C2N. Cell line: SNB-75. Synergy scores: CSS=27.8, Synergy_ZIP=4.23, Synergy_Bliss=-0.295, Synergy_Loewe=-17.2, Synergy_HSA=0.0797. Drug 2: B(C(CC(C)C)NC(=O)C(CC1=CC=CC=C1)NC(=O)C2=NC=CN=C2)(O)O.